Dataset: Reaction yield outcomes from USPTO patents with 853,638 reactions. Task: Predict the reaction yield, written as a fraction of the theoretical maximum amount of product (1.0 means a 100% yield; for example, 0.34 means a 34% yield). (1) The reactants are [CH3:1][O:2][C:3]1[N:8]=[C:7]([NH2:9])[CH:6]=[CH:5][N:4]=1.Br[C:11]1[C:12](=[O:19])[N:13]([CH3:18])[CH:14]=[C:15]([Br:17])[CH:16]=1.C(=O)([O-])[O-].[Cs+].[Cs+].CC1(C)C2C(=C(P(C3C=CC=CC=3)C3C=CC=CC=3)C=CC=2)OC2C(P(C3C=CC=CC=3)C3C=CC=CC=3)=CC=CC1=2. The catalyst is C1C=CC(/C=C/C(/C=C/C2C=CC=CC=2)=O)=CC=1.C1C=CC(/C=C/C(/C=C/C2C=CC=CC=2)=O)=CC=1.C1C=CC(/C=C/C(/C=C/C2C=CC=CC=2)=O)=CC=1.[Pd].[Pd].O1CCOCC1. The product is [Br:17][C:15]1[CH:16]=[C:11]([NH:9][C:7]2[CH:6]=[CH:5][N:4]=[C:3]([O:2][CH3:1])[N:8]=2)[C:12](=[O:19])[N:13]([CH3:18])[CH:14]=1. The yield is 1.00. (2) The reactants are [C:1]([O:5][C:6]([N:8]1[C@@H:20]([C:21]([OH:23])=O)[CH2:19][C:18]2[C:17]3[C:12](=[CH:13][CH:14]=[CH:15][CH:16]=3)[NH:11][C:10]=2[CH2:9]1)=[O:7])([CH3:4])([CH3:3])[CH3:2].[CH3:24][N:25](C(ON1N=NC2C=CC=NC1=2)=[N+](C)C)C.F[P-](F)(F)(F)(F)F.CCN(C(C)C)C(C)C.CN. The catalyst is CN(C=O)C.C(OCC)(=O)C. The product is [CH3:24][NH:25][C:21]([C@@H:20]1[N:8]([C:6]([O:5][C:1]([CH3:4])([CH3:3])[CH3:2])=[O:7])[CH2:9][C:10]2[NH:11][C:12]3[C:17]([C:18]=2[CH2:19]1)=[CH:16][CH:15]=[CH:14][CH:13]=3)=[O:23]. The yield is 0.960. (3) The reactants are Br[C:2]1[CH:7]=[CH:6][C:5]([C:8]2([C:21]3[CH:26]=[CH:25][CH:24]=[CH:23][CH:22]=3)[C:20]3[CH:19]=[CH:18][CH:17]=[CH:16][C:15]=3[C:14]3[C:9]2=[CH:10][CH:11]=[CH:12][CH:13]=3)=[CH:4][CH:3]=1.CC(C)([O-])C.[Na+].[NH2:33][C:34]1[CH:39]=[CH:38][CH:37]=[C:36]([CH3:40])[CH:35]=1.C(P(C(C)(C)C)C(C)(C)C)(C)(C)C. The catalyst is C1C=CC(/C=C/C(/C=C/C2C=CC=CC=2)=O)=CC=1.C1C=CC(/C=C/C(/C=C/C2C=CC=CC=2)=O)=CC=1.[Pd].CCCCCC.C1(C)C=CC=CC=1. The product is [CH3:40][C:36]1[CH:35]=[C:34]([NH:33][C:2]2[CH:7]=[CH:6][C:5]([C:8]3([C:21]4[CH:26]=[CH:25][CH:24]=[CH:23][CH:22]=4)[C:20]4[CH:19]=[CH:18][CH:17]=[CH:16][C:15]=4[C:14]4[C:9]3=[CH:10][CH:11]=[CH:12][CH:13]=4)=[CH:4][CH:3]=2)[CH:39]=[CH:38][CH:37]=1. The yield is 0.930. (4) The reactants are C([N:9]=[C:10]=[S:11])(=O)C1C=CC=CC=1.[NH:12]1[CH:16]=[CH:15][N:14]=[C:13]1[CH2:17][NH:18][C:19]1[CH:23]=[CH:22][NH:21][C:20]=1[C:24]([O:26]CC)=O. The catalyst is C(Cl)Cl.CO. The product is [NH:14]1[CH:15]=[CH:16][N:12]=[C:13]1[CH2:17][N:18]1[C:19]2[CH:23]=[CH:22][NH:21][C:20]=2[C:24](=[O:26])[NH:9][C:10]1=[S:11]. The yield is 0.350. (5) The reactants are [OH:1][CH2:2][C:3]1[CH:4]=[CH:5][C:6]([O:12][CH2:13][O:14][CH3:15])=[C:7]([CH2:9][CH2:10][OH:11])[CH:8]=1.[O-][O-].[Mg+2]. The catalyst is C(Cl)(Cl)Cl. The product is [OH:11][CH2:10][CH2:9][C:7]1[CH:8]=[C:3]([CH:4]=[CH:5][C:6]=1[O:12][CH2:13][O:14][CH3:15])[CH:2]=[O:1]. The yield is 0.813. (6) The reactants are Br[C:2]1[N:10]2[C:5]([N:6]=[N:7][C:8]3[C:14]([O:15][CH3:16])=[CH:13][C:12]([C:17]([F:20])([F:19])[F:18])=[CH:11][C:9]=32)=[C:4]([CH3:21])[N:3]=1.C(=O)([O-])[O-].[K+].[K+].CC1(C)C(C)(C)OB([C:36]2[S:37][CH:38]=[CH:39][C:40]=2[CH3:41])O1. The catalyst is O1CCOCC1.O.C1C=CC([P]([Pd]([P](C2C=CC=CC=2)(C2C=CC=CC=2)C2C=CC=CC=2)([P](C2C=CC=CC=2)(C2C=CC=CC=2)C2C=CC=CC=2)[P](C2C=CC=CC=2)(C2C=CC=CC=2)C2C=CC=CC=2)(C2C=CC=CC=2)C2C=CC=CC=2)=CC=1. The product is [CH3:16][O:15][C:14]1[C:8]2[N:7]=[N:6][C:5]3=[C:4]([CH3:21])[N:3]=[C:2]([C:36]4[S:37][CH:38]=[CH:39][C:40]=4[CH3:41])[N:10]3[C:9]=2[CH:11]=[C:12]([C:17]([F:20])([F:19])[F:18])[CH:13]=1. The yield is 0.880.